Dataset: Forward reaction prediction with 1.9M reactions from USPTO patents (1976-2016). Task: Predict the product of the given reaction. (1) Given the reactants [CH3:1][O:2][C:3](=[O:14])/[CH:4]=[CH:5]/[C:6]1[CH:11]=[CH:10][C:9]([Cl:12])=[CH:8][C:7]=1[NH2:13].[O:15](C(OC(C)(C)C)=O)[C:16]([O:18][C:19]([CH3:22])([CH3:21])[CH3:20])=O, predict the reaction product. The product is: [CH3:1][O:2][C:3](=[O:14])/[CH:4]=[CH:5]/[C:6]1[CH:11]=[CH:10][C:9]([Cl:12])=[CH:8][C:7]=1[NH:13][C:16]([O:18][C:19]([CH3:22])([CH3:21])[CH3:20])=[O:15]. (2) Given the reactants [Cl:1][C:2]1[CH:7]=[CH:6][C:5]([C:8](=[N:14]OC)[CH2:9][CH2:10][C:11](O)=[O:12])=[CH:4][CH:3]=1.B.O1CCCC1.O, predict the reaction product. The product is: [NH2:14][CH:8]([C:5]1[CH:4]=[CH:3][C:2]([Cl:1])=[CH:7][CH:6]=1)[CH2:9][CH2:10][CH2:11][OH:12]. (3) Given the reactants [CH3:1][C@H:2]1[CH2:7][C:6](=[O:8])[CH2:5][CH2:4][N:3]1[C@H](C1C=CC=CC=1)C.[CH3:29][C:28]([O:27][C:25](O[C:25]([O:27][C:28]([CH3:31])([CH3:30])[CH3:29])=[O:26])=[O:26])([CH3:31])[CH3:30], predict the reaction product. The product is: [C:28]([O:27][C:25]([N:3]1[CH2:4][CH2:5][C:6](=[O:8])[CH2:7][C@@H:2]1[CH3:1])=[O:26])([CH3:29])([CH3:30])[CH3:31]. (4) Given the reactants [F:1][C:2]1[C:7]([F:8])=[CH:6][CH:5]=[CH:4][C:3]=1[CH2:9][S:10][C:11]1[N:16]=[C:15]([NH:17][S:18]([N:21]2[CH2:24][CH2:23][CH2:22]2)(=[O:20])=[O:19])[CH:14]=[C:13]([O:25][C@H:26]([CH2:36][O:37][CH2:38][CH3:39])[CH2:27][O:28][Si](C(C)(C)C)(C)C)[N:12]=1.[F-].C([N+](CCCC)(CCCC)CCCC)CCC, predict the reaction product. The product is: [F:1][C:2]1[C:7]([F:8])=[CH:6][CH:5]=[CH:4][C:3]=1[CH2:9][S:10][C:11]1[N:16]=[C:15]([NH:17][S:18]([N:21]2[CH2:22][CH2:23][CH2:24]2)(=[O:19])=[O:20])[CH:14]=[C:13]([O:25][C@@H:26]([CH2:27][OH:28])[CH2:36][O:37][CH2:38][CH3:39])[N:12]=1. (5) Given the reactants [CH3:1][O:2][CH:3]([O:10]C)[CH:4]([CH3:9])[C:5](OC)=O.[Br:12][C:13]1[CH:18]=[CH:17][C:16]([N+:19]([O-:21])=[O:20])=[CH:15][C:14]=1[NH2:22].CC1C=CC(S(O)(=O)=O)=CC=1, predict the reaction product. The product is: [Br:12][C:13]1[CH:18]=[CH:17][C:16]([N+:19]([O-:21])=[O:20])=[CH:15][C:14]=1[NH:22][CH:5]=[C:4]([CH3:9])[C:3]([O:2][CH3:1])=[O:10]. (6) Given the reactants [Br:1][C:2]1[N:7]=[C:6]([NH:8][CH2:9][C:10]2[CH:11]=[C:12]3[C:17](=[CH:18][CH:19]=2)[N:16]=[CH:15][CH:14]=[CH:13]3)[C:5]([NH2:20])=[N:4][CH:3]=1.[N:21]([O-])=O.[Na+], predict the reaction product. The product is: [Br:1][C:2]1[N:7]=[C:6]2[N:8]([CH2:9][C:10]3[CH:11]=[C:12]4[C:17](=[CH:18][CH:19]=3)[N:16]=[CH:15][CH:14]=[CH:13]4)[N:21]=[N:20][C:5]2=[N:4][CH:3]=1.